This data is from Forward reaction prediction with 1.9M reactions from USPTO patents (1976-2016). The task is: Predict the product of the given reaction. (1) Given the reactants Br[C:2]1[CH:7]=[CH:6][CH:5]=[CH:4][N:3]=1.[CH2:8]([C:12]1[S:13][C:14]2[C:20]([Cl:21])=[CH:19][CH:18]=[C:17]([CH3:22])[C:15]=2[N:16]=1)[CH2:9][C:10]#[CH:11], predict the reaction product. The product is: [Cl:21][C:20]1[C:14]2[S:13][C:12]([CH2:8][CH2:9][C:10]#[C:11][C:2]3[CH:7]=[CH:6][CH:5]=[CH:4][N:3]=3)=[N:16][C:15]=2[C:17]([CH3:22])=[CH:18][CH:19]=1. (2) Given the reactants [CH:1]1[C:2]2[C:9](=O)[NH:8][CH:7]=[N:6][C:3]=2[NH:4][N:5]=1.P(Cl)(Cl)([Cl:13])=O.C(N(C(C)C)CC)(C)C, predict the reaction product. The product is: [Cl:13][C:9]1[N:8]=[CH:7][N:6]=[C:3]2[NH:4][N:5]=[CH:1][C:2]=12.